Dataset: Full USPTO retrosynthesis dataset with 1.9M reactions from patents (1976-2016). Task: Predict the reactants needed to synthesize the given product. Given the product [N:28]1([C:33]2[CH:38]=[CH:37][CH:36]=[CH:35][C:34]=2[N:39]2[CH2:11][CH2:12][N:13]([CH2:16][CH2:17][CH:18]3[CH2:19][C:20]4([CH2:24][CH2:25][CH2:27][CH2:26]4)[C:21](=[O:23])[O:22]3)[CH2:14][CH2:15]2)[CH:29]=[CH:30][CH:31]=[CH:32]1, predict the reactants needed to synthesize it. The reactants are: N1C2C=CC=CC=2N=C1C1[CH2:15][CH2:14][N:13]([CH2:16][CH2:17][CH:18]2[O:22][C:21](=[O:23])[C:20]([CH2:26][CH3:27])([CH2:24][CH3:25])[CH2:19]2)[CH2:12][CH2:11]1.[N:28]1([C:33]2[CH:38]=[CH:37][CH:36]=[CH:35][C:34]=2[N:39]2CCNCC2)[CH:32]=[CH:31][CH:30]=[CH:29]1.N1(C2C=CC=CC=2C#N)CCNCC1.CC1C=CC(S(OCCC2CC3(CCCC3)C(=O)O2)(=O)=O)=CC=1.CC1C=CC(S(OCCC2CC(CC)(CC)C(=O)O2)(=O)=O)=CC=1.